This data is from Forward reaction prediction with 1.9M reactions from USPTO patents (1976-2016). The task is: Predict the product of the given reaction. (1) Given the reactants C1C2C(COC([NH:18][C@H:19]([C:23]([NH:25][C@H:26]([C:34]([NH:36][C:37]3[CH:42]=[CH:41][C:40]([CH2:43][O:44][C:45](=[O:70])[N:46]([CH3:69])[CH2:47][CH2:48][N:49]([CH3:68])[C:50](=[O:67])[O:51][C:52]([C:55]4[CH:60]=[CH:59][C:58]([C:61]5[CH:66]=[CH:65][CH:64]=[CH:63][CH:62]=5)=[CH:57][CH:56]=4)([CH3:54])[CH3:53])=[CH:39][CH:38]=3)=[O:35])[CH2:27][CH2:28][CH2:29][NH:30][C:31](=[O:33])[NH2:32])=[O:24])[CH:20]([CH3:22])[CH3:21])=O)C3C(=CC=CC=3)C=2C=CC=1.N1CCCCC1, predict the reaction product. The product is: [NH2:18][C@H:19]([C:23]([NH:25][C@H:26]([C:34]([NH:36][C:37]1[CH:42]=[CH:41][C:40]([CH2:43][O:44][C:45](=[O:70])[N:46]([CH3:69])[CH2:47][CH2:48][N:49]([CH3:68])[C:50](=[O:67])[O:51][C:52]([C:55]2[CH:60]=[CH:59][C:58]([C:61]3[CH:66]=[CH:65][CH:64]=[CH:63][CH:62]=3)=[CH:57][CH:56]=2)([CH3:53])[CH3:54])=[CH:39][CH:38]=1)=[O:35])[CH2:27][CH2:28][CH2:29][NH:30][C:31](=[O:33])[NH2:32])=[O:24])[CH:20]([CH3:22])[CH3:21]. (2) Given the reactants Cl[C:2]1[N:3]=[C:4]([N:25]2[CH2:30][CH2:29][O:28][CH2:27][CH2:26]2)[C:5]2[N:10]=[C:9]([CH2:11][C:12]([N:14]3[CH2:19][CH2:18][N:17]([C:20]([CH3:24])([CH3:23])[CH2:21][OH:22])[CH2:16][CH2:15]3)=[O:13])[S:8][C:6]=2[N:7]=1.[CH2:31]([C:33]1[NH:34][C:35]2[CH:41]=[CH:40][CH:39]=[CH:38][C:36]=2[N:37]=1)[CH3:32].CC(C1C=C(C(C)C)C(C2C=CC=CC=2P(C2CCCCC2)C2CCCCC2)=C(C(C)C)C=1)C.C([O-])([O-])=O.[Cs+].[Cs+], predict the reaction product. The product is: [CH2:31]([C:33]1[N:34]([C:2]2[N:3]=[C:4]([N:25]3[CH2:30][CH2:29][O:28][CH2:27][CH2:26]3)[C:5]3[N:10]=[C:9]([CH2:11][C:12]([N:14]4[CH2:15][CH2:16][N:17]([C:20]([CH3:23])([CH3:24])[CH2:21][OH:22])[CH2:18][CH2:19]4)=[O:13])[S:8][C:6]=3[N:7]=2)[C:35]2[CH:41]=[CH:40][CH:39]=[CH:38][C:36]=2[N:37]=1)[CH3:32]. (3) Given the reactants C([Li])(C)(C)C.[C:6]([O:10][C:11](=[O:20])[N:12]([CH3:19])[C:13]1[N:14]([CH3:18])[CH:15]=[CH:16][N:17]=1)([CH3:9])([CH3:8])[CH3:7].[CH2:21]([Sn:25](Cl)([CH2:30][CH2:31][CH2:32][CH3:33])[CH2:26][CH2:27][CH2:28][CH3:29])[CH2:22][CH2:23][CH3:24].[Cl-].[NH4+], predict the reaction product. The product is: [C:6]([O:10][C:11](=[O:20])[N:12]([CH3:19])[C:13]1[N:14]([CH3:18])[C:15]([Sn:25]([CH2:26][CH2:27][CH2:28][CH3:29])([CH2:30][CH2:31][CH2:32][CH3:33])[CH2:21][CH2:22][CH2:23][CH3:24])=[CH:16][N:17]=1)([CH3:9])([CH3:8])[CH3:7]. (4) Given the reactants C(=O)([O-])[O-].[Na+].[Na+].[ClH:7].[N:8]12[CH2:15][CH2:14][CH:11]([CH2:12][CH2:13]1)[C@@H:10]([NH:16][C:17]([C:19]1[S:20][C:21]3[C:27](Br)=[CH:26][CH:25]=[CH:24][C:22]=3[CH:23]=1)=[O:18])[CH2:9]2.[C:29]([NH:32][C:33]1[CH:34]=[C:35](B(O)O)[CH:36]=[CH:37][CH:38]=1)(=[O:31])[CH3:30].[OH-].[Na+], predict the reaction product. The product is: [ClH:7].[C:29]([NH:32][C:33]1[CH:38]=[C:37]([C:27]2[C:21]3[S:20][C:19]([C:17]([NH:16][C@@H:10]4[CH:11]5[CH2:14][CH2:15][N:8]([CH2:13][CH2:12]5)[CH2:9]4)=[O:18])=[CH:23][C:22]=3[CH:24]=[CH:25][CH:26]=2)[CH:36]=[CH:35][CH:34]=1)(=[O:31])[CH3:30]. (5) Given the reactants [CH3:1][C@@:2]12[C@@H:18]([OH:19])[CH2:17][CH2:16][C@H:15]1[C@H:14]1[C@@H:5]([C:6]3[CH:7]=[CH:8][C:9]([OH:20])=[CH:10][C:11]=3[CH2:12][CH2:13]1)[CH2:4][CH2:3]2.[CH2:21](O)[CH3:22], predict the reaction product. The product is: [CH3:1][C@@:2]12[C@:18]([OH:19])([C:21]#[CH:22])[CH2:17][CH2:16][C@H:15]1[C@H:14]1[C@@H:5]([C:6]3[CH:7]=[CH:8][C:9]([OH:20])=[CH:10][C:11]=3[CH2:12][CH2:13]1)[CH2:4][CH2:3]2. (6) Given the reactants [CH2:1]([N:3]1[CH:7]=[CH:6][N:5]=[CH:4]1)[CH3:2].[CH3:8][O:9][P:10]([O:14]C)([O:12][CH3:13])=[O:11], predict the reaction product. The product is: [CH3:8][O:9][P:10]([O-:14])([O:12][CH3:13])=[O:11].[CH2:1]([N+:3]1[CH:7]=[CH:6][N:5]([CH3:8])[CH:4]=1)[CH3:2]. (7) Given the reactants F[C:2]1[CH:28]=[CH:27][C:5]2[N:6]=[C:7]([C:9]3[C:10]([NH2:26])=[N:11][CH:12]=[C:13]([C:15]4[CH:16]=[N:17][N:18]([CH:20]5[CH2:25][CH2:24][NH:23][CH2:22][CH2:21]5)[CH:19]=4)[CH:14]=3)[S:8][C:4]=2[CH:3]=1.ClC1SC2C=CC([C:39]([F:42])([F:41])[F:40])=CC=2N=1, predict the reaction product. The product is: [NH:23]1[CH2:22][CH2:21][CH:20]([N:18]2[CH:19]=[C:15]([C:13]3[CH:14]=[C:9]([C:7]4[S:8][C:4]5[CH:3]=[CH:2][C:28]([C:39]([F:42])([F:41])[F:40])=[CH:27][C:5]=5[N:6]=4)[C:10]([NH2:26])=[N:11][CH:12]=3)[CH:16]=[N:17]2)[CH2:25][CH2:24]1.